This data is from Catalyst prediction with 721,799 reactions and 888 catalyst types from USPTO. The task is: Predict which catalyst facilitates the given reaction. (1) Reactant: [NH2:1][C:2]1[CH:15]=[C:14]([C:16]([F:19])([F:18])[F:17])[C:13]([N+:20]([O-])=O)=[CH:12][C:3]=1[C:4]([N:6]([S:8]([CH3:11])(=[O:10])=[O:9])[NH2:7])=[O:5].O.O.[Sn](Cl)Cl.N. Product: [NH2:1][C:2]1[CH:15]=[C:14]([C:16]([F:19])([F:17])[F:18])[C:13]([NH2:20])=[CH:12][C:3]=1[C:4]([N:6]([S:8]([CH3:11])(=[O:10])=[O:9])[NH2:7])=[O:5]. The catalyst class is: 33. (2) Reactant: C(C(CCCC)CO)C.[CH2:10]([O:14][CH2:15][CH2:16][OH:17])[CH2:11][CH2:12][CH3:13].C(C(CCCC)C[O-])C.C(C(CCCC)C[O-])C.[Mg+2:36]. Product: [CH2:10]([O:14][CH2:15][CH2:16][O-:17])[CH2:11][CH2:12][CH3:13].[CH2:10]([O:14][CH2:15][CH2:16][O-:17])[CH2:11][CH2:12][CH3:13].[Mg+2:36]. The catalyst class is: 8. (3) Reactant: [C:1]([O:5][C:6]([N:8]1[CH2:13][CH2:12][C:11]2[NH:14][N:15]=[C:16]([C:17]([OH:19])=O)[C:10]=2[CH2:9]1)=[O:7])([CH3:4])([CH3:3])[CH3:2].[CH3:20][N:21]([CH3:24])[NH:22][CH3:23].C(P1(=O)OP(CCC)(=O)OP(CCC)(=O)O1)CC. Product: [C:1]([O:5][C:6]([N:8]1[CH2:13][CH2:12][C:11]2[NH:14][N:15]=[C:16]([C:17](=[O:19])[N:22]([N:21]([CH3:24])[CH3:20])[CH3:23])[C:10]=2[CH2:9]1)=[O:7])([CH3:2])([CH3:3])[CH3:4]. The catalyst class is: 1. (4) Reactant: [F:1][C:2]([F:27])([F:26])[O:3][C:4]1[CH:9]=[CH:8][C:7]([N:10]2[C:14]3[CH:15]=[CH:16][C:17]4[CH:22]=[C:21]([C:23](=O)[CH3:24])[CH:20]=[CH:19][C:18]=4[C:13]=3[N:12]=[CH:11]2)=[CH:6][CH:5]=1.[NH2:28][NH:29][C:30]([NH:32][C:33]1[C:38]([CH3:39])=[CH:37][CH:36]=[CH:35][C:34]=1[CH3:40])=[S:31]. Product: [CH3:39][C:38]1[CH:37]=[CH:36][CH:35]=[C:34]([CH3:40])[C:33]=1[NH:32][C:30]([NH:29]/[N:28]=[C:23](/[C:21]1[CH:20]=[CH:19][C:18]2[C:13]3[N:12]=[CH:11][N:10]([C:7]4[CH:6]=[CH:5][C:4]([O:3][C:2]([F:27])([F:1])[F:26])=[CH:9][CH:8]=4)[C:14]=3[CH:15]=[CH:16][C:17]=2[CH:22]=1)\[CH3:24])=[S:31]. The catalyst class is: 8. (5) Reactant: [CH3:1][CH:2]1[C:6]2[NH:7][C:8]([C:10]([O:12]CC)=[O:11])=[CH:9][C:5]=2[CH2:4][CH2:3]1.[OH-].[Li+].C(O)C. Product: [CH3:1][CH:2]1[C:6]2[NH:7][C:8]([C:10]([OH:12])=[O:11])=[CH:9][C:5]=2[CH2:4][CH2:3]1. The catalyst class is: 1.